From a dataset of NCI-60 drug combinations with 297,098 pairs across 59 cell lines. Regression. Given two drug SMILES strings and cell line genomic features, predict the synergy score measuring deviation from expected non-interaction effect. Drug 1: CC1=C(C=C(C=C1)NC(=O)C2=CC=C(C=C2)CN3CCN(CC3)C)NC4=NC=CC(=N4)C5=CN=CC=C5. Drug 2: C(CCl)NC(=O)N(CCCl)N=O. Cell line: SNB-75. Synergy scores: CSS=3.87, Synergy_ZIP=-1.21, Synergy_Bliss=0.810, Synergy_Loewe=-0.885, Synergy_HSA=0.512.